Task: Predict the product of the given reaction.. Dataset: Forward reaction prediction with 1.9M reactions from USPTO patents (1976-2016) (1) Given the reactants [C:1]([C:3]1[N:7]([CH:8]2[CH2:13][CH2:12][N:11]([C:14]([O:16][CH:17]([CH3:19])[CH3:18])=[O:15])[CH2:10][CH2:9]2)[N:6]=[CH:5][C:4]=1[C:20]#[C:21][C:22]1[CH:27]=[CH:26][C:25]([S:28]([CH3:31])(=[O:30])=[O:29])=[CH:24][C:23]=1[F:32])#[N:2].[H][H], predict the reaction product. The product is: [C:1]([C:3]1[N:7]([CH:8]2[CH2:13][CH2:12][N:11]([C:14]([O:16][CH:17]([CH3:18])[CH3:19])=[O:15])[CH2:10][CH2:9]2)[N:6]=[CH:5][C:4]=1[CH2:20][CH2:21][C:22]1[CH:27]=[CH:26][C:25]([S:28]([CH3:31])(=[O:30])=[O:29])=[CH:24][C:23]=1[F:32])#[N:2]. (2) Given the reactants [C:12]([OH:14])(=O)[C:11]1[CH:15]=[CH:16][CH:17]=[CH:18][C:10]=1[S:9][S:9][C:10]1[CH:18]=[CH:17][CH:16]=[CH:15][C:11]=1[C:12]([OH:14])=O.[Cl:21][C:22]1[CH:27]=[CH:26][C:25]([OH:28])=[CH:24][CH:23]=1, predict the reaction product. The product is: [Cl:21][C:22]1[C:27]2[C:12](=[O:14])[C:11]3[C:10](=[CH:18][CH:17]=[CH:16][CH:15]=3)[S:9][C:26]=2[C:25]([OH:28])=[CH:24][CH:23]=1. (3) Given the reactants [NH2:1][C:2]1[C:11]2[N:12]=[C:13]([CH2:20][O:21][CH2:22][CH3:23])[N:14]([CH2:15][C:16]([OH:19])([CH3:18])[CH3:17])[C:10]=2[C:9]2[CH:8]=[CH:7][C:6]([CH2:24][CH2:25][C:26](OCC)=[O:27])=[CH:5][C:4]=2[N:3]=1.[H-].[Al+3].[Li+].[H-].[H-].[H-], predict the reaction product. The product is: [NH2:1][C:2]1[C:11]2[N:12]=[C:13]([CH2:20][O:21][CH2:22][CH3:23])[N:14]([CH2:15][C:16]([OH:19])([CH3:17])[CH3:18])[C:10]=2[C:9]2[CH:8]=[CH:7][C:6]([CH2:24][CH2:25][CH2:26][OH:27])=[CH:5][C:4]=2[N:3]=1.